From a dataset of Full USPTO retrosynthesis dataset with 1.9M reactions from patents (1976-2016). Predict the reactants needed to synthesize the given product. Given the product [CH3:2][O:3][CH:4]=[C:33]1[CH2:32][C:31]([CH3:40])([CH3:30])[O:37][C:36]([CH3:39])([CH3:38])[CH2:35]1, predict the reactants needed to synthesize it. The reactants are: [Cl-].[CH3:2][O:3][CH2:4][P+](C1C=CC=CC=1)(C1C=CC=CC=1)C1C=CC=CC=1.CC([O-])(C)C.[K+].[CH3:30][C:31]1([CH3:40])[O:37][C:36]([CH3:39])([CH3:38])[CH2:35][C:33](=O)[CH2:32]1.O.